This data is from Catalyst prediction with 721,799 reactions and 888 catalyst types from USPTO. The task is: Predict which catalyst facilitates the given reaction. (1) Reactant: [Se](=O)=[O:2].[CH3:4][O:5][C:6]1[CH:7]=[CH:8][C:9]2[S:13][C:12]([CH3:14])=[N:11][C:10]=2[C:15]=1[N+:16]([O-:18])=[O:17]. Product: [CH3:4][O:5][C:6]1[CH:7]=[CH:8][C:9]2[S:13][C:12]([CH:14]=[O:2])=[N:11][C:10]=2[C:15]=1[N+:16]([O-:18])=[O:17]. The catalyst class is: 12. (2) Product: [CH3:33][N:34]([CH3:39])[CH2:35][CH2:36][CH2:37][NH:38][C:2]1[N:7]=[C:6]([C:8]2[S:12][C:11]([CH:13]([CH3:15])[CH3:14])=[N:10][C:9]=2[C:16]2[CH:17]=[C:18]([NH:22][S:23]([C:26]3[CH:31]=[CH:30][CH:29]=[C:28]([F:32])[CH:27]=3)(=[O:25])=[O:24])[CH:19]=[CH:20][CH:21]=2)[CH:5]=[CH:4][N:3]=1. Reactant: Cl[C:2]1[N:7]=[C:6]([C:8]2[S:12][C:11]([CH:13]([CH3:15])[CH3:14])=[N:10][C:9]=2[C:16]2[CH:17]=[C:18]([NH:22][S:23]([C:26]3[CH:31]=[CH:30][CH:29]=[C:28]([F:32])[CH:27]=3)(=[O:25])=[O:24])[CH:19]=[CH:20][CH:21]=2)[CH:5]=[CH:4][N:3]=1.[CH3:33][N:34]([CH3:39])[CH2:35][CH2:36][CH2:37][NH2:38].C([O-])([O-])=O.[K+].[K+]. The catalyst class is: 51. (3) The catalyst class is: 117. Reactant: [Cl:1][C:2]1[C:3]([F:15])=[C:4](I)[C:5]([O:11][CH2:12][CH3:13])=[C:6]([C:8](=[O:10])[CH3:9])[CH:7]=1.[CH3:16][C:17]1(C)C(C)(C)OB(C=C)O1.ClCCl.C(=O)([O-])[O-].[K+].[K+]. Product: [Cl:1][C:2]1[C:3]([F:15])=[C:4]([CH:16]=[CH2:17])[C:5]([O:11][CH2:12][CH3:13])=[C:6]([C:8](=[O:10])[CH3:9])[CH:7]=1. (4) Reactant: [NH:1]1[C:9]2[C:4](=[CH:5][C:6]([C:10]3[NH:11][C:12]4[N:13]([N:17]=[CH:18][C:19]=4[C:20]([NH:22][CH2:23][C:24]#[CH:25])=[O:21])[C:14](=[O:16])[CH:15]=3)=[CH:7][CH:8]=2)[CH:3]=[N:2]1.[H-].[Na+]. Product: [NH:1]1[C:9]2[C:4](=[CH:5][C:6]([C:10]3[NH:11][C:12]4[N:13]([N:17]=[CH:18][C:19]=4[C:20]4[O:21][C:24]([CH3:25])=[CH:23][N:22]=4)[C:14](=[O:16])[CH:15]=3)=[CH:7][CH:8]=2)[CH:3]=[N:2]1. The catalyst class is: 16.